This data is from Forward reaction prediction with 1.9M reactions from USPTO patents (1976-2016). The task is: Predict the product of the given reaction. The product is: [C:1]([C:5]1[CH:47]=[CH:46][C:8]2[C:9](=[O:45])[N:10]([C:14]3[CH:21]=[CH:20][CH:19]=[C:18]([C:22]4[CH:27]=[C:26]([NH:28][C:29]5[CH:34]=[CH:33][C:32]([C:35]([N:37]6[CH2:38][CH2:39][O:40][CH2:41][CH2:42]6)=[O:36])=[CH:31][N:30]=5)[C:25](=[O:43])[N:24]([CH3:44])[N:23]=4)[C:15]=3[CH2:16][OH:17])[CH2:11][CH2:12][O:13][C:7]=2[CH:6]=1)([CH3:4])([CH3:2])[CH3:3]. Given the reactants [C:1]([C:5]1[CH:47]=[CH:46][C:8]2[C:9](=[O:45])[N:10]([C:14]3[CH:21]=[CH:20][CH:19]=[C:18]([C:22]4[CH:27]=[C:26]([NH:28][C:29]5[CH:34]=[CH:33][C:32]([C:35]([N:37]6[CH2:42][CH2:41][O:40][CH2:39][CH2:38]6)=[O:36])=[CH:31][N:30]=5)[C:25](=[O:43])[N:24]([CH3:44])[N:23]=4)[C:15]=3[CH:16]=[O:17])[CH2:11][CH2:12][O:13][C:7]=2[CH:6]=1)([CH3:4])([CH3:3])[CH3:2].[BH4-].[Na+], predict the reaction product.